Dataset: Catalyst prediction with 721,799 reactions and 888 catalyst types from USPTO. Task: Predict which catalyst facilitates the given reaction. (1) Reactant: [Cl:1][C:2]1[CH:3]=[CH:4][C:5]([CH2:9][OH:10])=[C:6]([OH:8])[CH:7]=1.Br[CH:12]([CH:14]1[CH2:16][CH2:15]1)O.C([O-])([O-])=O.[K+].[K+]. Product: [Cl:1][C:2]1[CH:3]=[CH:4][C:5]([CH2:9][OH:10])=[C:6]([O:8][CH2:12][CH:14]2[CH2:16][CH2:15]2)[CH:7]=1. The catalyst class is: 3. (2) Reactant: [CH:1]1([C:7]([N:9]2[CH2:14][CH2:13][CH2:12][CH2:11][CH2:10]2)=O)[CH2:6][CH2:5][CH2:4][CH2:3][CH2:2]1.[H-].[Al+3].[Li+].[H-].[H-].[H-]. Product: [CH:1]1([CH2:7][N:9]2[CH2:14][CH2:13][CH2:12][CH2:11][CH2:10]2)[CH2:6][CH2:5][CH2:4][CH2:3][CH2:2]1. The catalyst class is: 2. (3) Product: [Cl:43][C:44]1[CH:45]=[CH:46][C:47]2[N:53]3[C:54]([CH:57]([CH3:58])[CH3:59])=[N:55][N:56]=[C:52]3[CH:51]([CH2:60][C:61](=[O:63])[N:25]3[CH2:22][CH2:23][CH2:24][CH2:19][CH2:20]3)[O:50][CH:49]([C:64]3[CH:69]=[CH:68][CH:67]=[C:66]([O:70][CH3:71])[C:65]=3[O:72][CH3:73])[C:48]=2[CH:74]=1. Reactant: C1CN([P+](ON2N=[N:25][C:20]3C=[CH:22][CH:23]=[CH:24][C:19]2=3)(N2CCCC2)N2CCCC2)CC1.F[P-](F)(F)(F)(F)F.C(N(CC)C(C)C)(C)C.[Cl:43][C:44]1[CH:45]=[CH:46][C:47]2[N:53]3[C:54]([CH:57]([CH3:59])[CH3:58])=[N:55][N:56]=[C:52]3[CH:51]([CH2:60][C:61]([OH:63])=O)[O:50][CH:49]([C:64]3[CH:69]=[CH:68][CH:67]=[C:66]([O:70][CH3:71])[C:65]=3[O:72][CH3:73])[C:48]=2[CH:74]=1.N1CCCCC1. The catalyst class is: 213. (4) Reactant: C(N1CCCC1)C1C=CC=CC=1.[CH2:13]([N:20]1[CH2:24][CH2:23][CH:22]([OH:25])[CH2:21]1)[C:14]1[CH:19]=[CH:18][CH:17]=[CH:16][CH:15]=1.CCCCCCCC. Product: [CH2:13]([N:20]1[CH2:24][CH2:23][C@@H:22]([OH:25])[CH2:21]1)[C:14]1[CH:15]=[CH:16][CH:17]=[CH:18][CH:19]=1. The catalyst class is: 81. (5) Reactant: N(C(OC(C)(C)C)=O)=NC(OC(C)(C)C)=O.C(P(CCCC)CCCC)CCC.[Cl:30][C:31]1[C:39]([F:40])=[CH:38][CH:37]=[C:36]2[C:32]=1[CH2:33][CH2:34][N:35]2[C@@H:41]([CH2:51][CH2:52]O)[C:42]([NH:44][C:45]1[CH:50]=[CH:49][CH:48]=[CH:47][CH:46]=1)=[O:43]. Product: [Cl:30][C:31]1[C:39]([F:40])=[CH:38][CH:37]=[C:36]2[C:32]=1[CH2:33][CH2:34][N:35]2[C@H:41]1[CH2:51][CH2:52][N:44]([C:45]2[CH:50]=[CH:49][CH:48]=[CH:47][CH:46]=2)[C:42]1=[O:43]. The catalyst class is: 1. (6) Reactant: [CH3:1][C:2]([N:5]1[CH:9]=[C:8]([C:10]2[CH:19]=[C:18]3[C:13]([CH:14]=[CH:15][CH:16]=[N:17]3)=[C:12]([NH:20][CH2:21][C@:22]3([F:35])[CH2:27][CH2:26][CH2:25][N:24](C(OC(C)(C)C)=O)[CH2:23]3)[N:11]=2)[CH:7]=[N:6]1)([CH3:4])[CH3:3].FC(F)(F)C(O)=O. Product: [CH3:4][C:2]([N:5]1[CH:9]=[C:8]([C:10]2[N:11]=[C:12]([NH:20][CH2:21][C@:22]3([F:35])[CH2:27][CH2:26][CH2:25][NH:24][CH2:23]3)[C:13]3[CH:14]=[CH:15][CH:16]=[N:17][C:18]=3[CH:19]=2)[CH:7]=[N:6]1)([CH3:1])[CH3:3]. The catalyst class is: 2.